Dataset: Reaction yield outcomes from USPTO patents with 853,638 reactions. Task: Predict the reaction yield, written as a fraction of the theoretical maximum amount of product (1.0 means a 100% yield; for example, 0.34 means a 34% yield). (1) The reactants are [C:1]([CH2:4][C:5]1[CH:13]=[CH:12][C:11]([CH3:14])=[CH:10][C:6]=1[C:7]([OH:9])=[O:8])([OH:3])=[O:2].ClC(Cl)(Cl)C(=N)O[C:19]([CH3:22])([CH3:21])[CH3:20].B(Br)(Br)Br.C([O-])(O)=O.[Na+]. The catalyst is ClCCl.C1CCCCC1. The product is [C:5]([O:8][C:7](=[O:9])[C:6]1[CH:10]=[C:11]([CH3:14])[CH:12]=[CH:13][C:5]=1[CH2:4][C:1]([O:3][C:19]([CH3:20])([CH3:21])[CH3:22])=[O:2])([CH3:13])([CH3:6])[CH3:4]. The yield is 0.833. (2) The reactants are [N:1]([CH2:4][C@@H:5]([C:7]1[CH:12]=[CH:11][C:10]([NH:13][S:14]([CH3:17])(=[O:16])=[O:15])=[CH:9][CH:8]=1)[OH:6])=[N+]=[N-]. The catalyst is [Pd].CO. The product is [NH2:1][CH2:4][C@@H:5]([C:7]1[CH:8]=[CH:9][C:10]([NH:13][S:14]([CH3:17])(=[O:16])=[O:15])=[CH:11][CH:12]=1)[OH:6]. The yield is 0.970. (3) The reactants are [Cl:1][C:2]1[CH:7]=[CH:6][CH:5]=[C:4]([Cl:8])[C:3]=1[NH:9][C:10]([NH:12][C:13]1[C:18]([Cl:19])=[CH:17][CH:16]=[CH:15][C:14]=1[Cl:20])=[O:11].[C:21](Cl)(=[O:26])[CH2:22][C:23](Cl)=[O:24]. The catalyst is C(Cl)(Cl)Cl. The product is [Cl:1][C:2]1[CH:7]=[CH:6][CH:5]=[C:4]([Cl:8])[C:3]=1[N:9]1[C:23](=[O:24])[CH2:22][C:21](=[O:26])[N:12]([C:13]2[C:14]([Cl:20])=[CH:15][CH:16]=[CH:17][C:18]=2[Cl:19])[C:10]1=[O:11]. The yield is 0.200. (4) The reactants are [Cl:1][C:2]1[CH:3]=[C:4]([C@@:9]2([C:25]([F:28])([F:27])[F:26])[CH2:13][CH2:12][N:11]([C:14]3[CH:23]=[CH:22][C:17]([C:18]([O:20]C)=[O:19])=[C:16]([CH3:24])[CH:15]=3)[CH2:10]2)[CH:5]=[C:6]([Cl:8])[CH:7]=1.[OH-].[K+]. The catalyst is O1CCCC1.CO.O. The product is [Cl:1][C:2]1[CH:3]=[C:4]([C@@:9]2([C:25]([F:27])([F:28])[F:26])[CH2:13][CH2:12][N:11]([C:14]3[CH:23]=[CH:22][C:17]([C:18]([OH:20])=[O:19])=[C:16]([CH3:24])[CH:15]=3)[CH2:10]2)[CH:5]=[C:6]([Cl:8])[CH:7]=1. The yield is 0.850. (5) The reactants are [CH2:1]([N:8]1[CH2:12][CH2:11][C@@H:10]([NH:13][CH2:14][CH2:15][C:16]2[CH:21]=[C:20]([O:22][CH3:23])[CH:19]=[CH:18][C:17]=2I)[CH2:9]1)[C:2]1[CH:7]=[CH:6][CH:5]=[CH:4][CH:3]=1.[CH3:25][OH:26]. No catalyst specified. The product is [CH2:1]([N:8]1[CH2:12][CH2:11][C@@H:10]([N:13]2[CH2:14][CH2:15][C:16]3[C:17](=[CH:18][CH:19]=[C:20]([O:22][CH3:23])[CH:21]=3)[C:25]2=[O:26])[CH2:9]1)[C:2]1[CH:7]=[CH:6][CH:5]=[CH:4][CH:3]=1. The yield is 0.660.